Dataset: Experimentally validated miRNA-target interactions with 360,000+ pairs, plus equal number of negative samples. Task: Binary Classification. Given a miRNA mature sequence and a target amino acid sequence, predict their likelihood of interaction. (1) The miRNA is hsa-miR-3190-3p with sequence UGUGGAAGGUAGACGGCCAGAGA. The protein sequence of the target gene is MPRAFLVKKPCVSTCKRNWSELPDEERGEIYVPVSLGFCPPQPYREPEPSVAEPPSCPLALNMSLRDSSYSMAPGPCVVAQLPSEDMGHLTDPQSRDHGFLRTKMKVTLGDSPSGDLFTCRVCQKAFTYQRMLNRHMKCHNDVKRHLCTYCGKGFNDTFDLKRHVRTHTGVRPYKCSLCDKAFTQRCSLESHLKKIHGVQQKYAYKERRAKLYVCEECGCTSESQEGHVLHLKEHHPDSPLLRKTSKKVAVALQNTVTSLLQGSPHL. Result: 1 (interaction). (2) The miRNA is hsa-miR-3682-5p with sequence CUACUUCUACCUGUGUUAUCAU. The protein sequence of the target gene is MGILKLQVFLIVLSVALNHLKATPIESHQVEKRKCNTATCATQRLANFLVHSSNNFGAILSSTNVGSNTYGKRNAVEVLKREPLNYLPL. Result: 0 (no interaction).